Dataset: Full USPTO retrosynthesis dataset with 1.9M reactions from patents (1976-2016). Task: Predict the reactants needed to synthesize the given product. (1) Given the product [Br:17][C:18]1[CH:23]=[N:22][CH:21]=[CH:20][C:19]=1[CH:25]1[O:16][CH2:13][CH2:14][O:15]1, predict the reactants needed to synthesize it. The reactants are: O.C1(C)C=CC(S(O)(=O)=O)=CC=1.[CH2:13]([OH:16])[CH2:14][OH:15].[Br:17][C:18]1[C:19]([C:25](C2CC2)=O)=[CH:20][C:21](F)=[N:22][CH:23]=1. (2) Given the product [F:14][C:11]1[CH:12]=[CH:13][C:8]([CH:7]([C:15]2[CH:20]=[CH:19][C:18]([F:21])=[CH:17][CH:16]=2)[C:6]([NH:5][CH2:4][CH2:3][CH2:2][N:37]2[CH2:38][CH2:39][CH:34]([C:32]3[CH:33]=[C:28]([NH:27][C:25](=[O:26])[CH:24]([CH3:23])[CH3:40])[CH:29]=[N:30][CH:31]=3)[CH2:35][CH2:36]2)=[O:22])=[CH:9][CH:10]=1, predict the reactants needed to synthesize it. The reactants are: Br[CH2:2][CH2:3][CH2:4][NH:5][C:6](=[O:22])[CH:7]([C:15]1[CH:20]=[CH:19][C:18]([F:21])=[CH:17][CH:16]=1)[C:8]1[CH:13]=[CH:12][C:11]([F:14])=[CH:10][CH:9]=1.[CH3:23][CH:24]([CH3:40])[C:25]([NH:27][C:28]1[CH:29]=[N:30][CH:31]=[C:32]([CH:34]2[CH2:39][CH2:38][NH:37][CH2:36][CH2:35]2)[CH:33]=1)=[O:26]. (3) Given the product [Si:25]([O:32][C@@H:33]([CH2:37][CH:38]=[CH2:39])[C:34]([O:1][C@H:2]([C:19]1[CH:20]=[CH:21][CH:22]=[CH:23][CH:24]=1)[CH2:3][NH:4][C:5]([C@@H:7]([CH2:16][CH:17]=[CH2:18])[CH2:8][C:9]([O:11][C:12]([CH3:15])([CH3:14])[CH3:13])=[O:10])=[O:6])=[O:35])([C:28]([CH3:31])([CH3:30])[CH3:29])([CH3:26])[CH3:27], predict the reactants needed to synthesize it. The reactants are: [OH:1][C@H:2]([C:19]1[CH:24]=[CH:23][CH:22]=[CH:21][CH:20]=1)[CH2:3][NH:4][C:5]([C@@H:7]([CH2:16][CH:17]=[CH2:18])[CH2:8][C:9]([O:11][C:12]([CH3:15])([CH3:14])[CH3:13])=[O:10])=[O:6].[Si:25]([O:32][C@@H:33]([CH2:37][CH:38]=[CH2:39])[C:34](O)=[O:35])([C:28]([CH3:31])([CH3:30])[CH3:29])([CH3:27])[CH3:26]. (4) Given the product [Cl:58][C:49]1[CH:50]=[C:51]([O:54][CH2:55][CH2:56][CH3:57])[CH:52]=[CH:53][C:48]=1[CH2:47][N:42]1[C:40]2=[N:41][C:36]([C:6]([O:4][CH3:3])=[O:61])=[CH:37][CH:38]=[C:39]2[N:44]=[C:43]1[CH2:45][CH3:46], predict the reactants needed to synthesize it. The reactants are: CN(C)[CH:3]=[O:4].[C:6]1(P(C2C=CC=CC=2)CCCP(C2C=CC=CC=2)C2C=CC=CC=2)C=CC=CC=1.Br[C:36]1[N:41]=[C:40]2[N:42]([CH2:47][C:48]3[CH:53]=[CH:52][C:51]([O:54][CH2:55][CH2:56][CH3:57])=[CH:50][C:49]=3[Cl:58])[C:43]([CH2:45][CH3:46])=[N:44][C:39]2=[CH:38][CH:37]=1.[C]=O.[OH2:61].